From a dataset of Forward reaction prediction with 1.9M reactions from USPTO patents (1976-2016). Predict the product of the given reaction. Given the reactants [Br:1][C:2]1[CH:3]=[C:4]([NH2:8])[CH:5]=[N:6][CH:7]=1.N1C=CC=CC=1.[C:15](Cl)(=[O:17])[CH3:16], predict the reaction product. The product is: [Br:1][C:2]1[CH:3]=[C:4]([NH:8][C:15](=[O:17])[CH3:16])[CH:5]=[N:6][CH:7]=1.